From a dataset of Full USPTO retrosynthesis dataset with 1.9M reactions from patents (1976-2016). Predict the reactants needed to synthesize the given product. Given the product [CH2:24]([O:23][C:21]([C:20]1[C:13]2[CH2:12][CH2:11][C:10]3[CH:9]=[N:8][CH:17]=[CH:16][C:15]=3[C:14]=2[N:18]([CH3:33])[C:19]=1[C:26]1[CH:31]=[CH:30][CH:29]=[CH:28][C:27]=1[CH3:32])=[O:22])[CH3:25], predict the reactants needed to synthesize it. The reactants are: C([N+:8]1[CH:17]=[CH:16][C:15]2[C:14]3[N:18]([CH3:33])[C:19]([C:26]4[CH:31]=[CH:30][CH:29]=[CH:28][C:27]=4[CH3:32])=[C:20]([C:21]([O:23][CH2:24][CH3:25])=[O:22])[C:13]=3[CH2:12][CH2:11][C:10]=2[CH:9]=1)C1C=CC=CC=1.[Br-].CC(C)([O-])C.[K+].